From a dataset of NCI-60 drug combinations with 297,098 pairs across 59 cell lines. Regression. Given two drug SMILES strings and cell line genomic features, predict the synergy score measuring deviation from expected non-interaction effect. (1) Cell line: RXF 393. Synergy scores: CSS=14.7, Synergy_ZIP=-4.41, Synergy_Bliss=-0.852, Synergy_Loewe=-1.74, Synergy_HSA=-2.19. Drug 2: CCC1(C2=C(COC1=O)C(=O)N3CC4=CC5=C(C=CC(=C5CN(C)C)O)N=C4C3=C2)O.Cl. Drug 1: C#CCC(CC1=CN=C2C(=N1)C(=NC(=N2)N)N)C3=CC=C(C=C3)C(=O)NC(CCC(=O)O)C(=O)O. (2) Drug 1: CC(C)(C#N)C1=CC=C(C=C1)N2C3=C4C=C(C=CC4=NC=C3N(C2=O)C)C5=CC6=CC=CC=C6N=C5. Drug 2: CNC(=O)C1=NC=CC(=C1)OC2=CC=C(C=C2)NC(=O)NC3=CC(=C(C=C3)Cl)C(F)(F)F. Cell line: OVCAR3. Synergy scores: CSS=73.1, Synergy_ZIP=4.85, Synergy_Bliss=3.34, Synergy_Loewe=-8.50, Synergy_HSA=1.08.